Dataset: Full USPTO retrosynthesis dataset with 1.9M reactions from patents (1976-2016). Task: Predict the reactants needed to synthesize the given product. The reactants are: CC1(C)C(C)(C)OB([C:9]2[CH:14]=[CH:13][CH:12]=[C:11]([N+:15]([O-:17])=[O:16])[CH:10]=2)O1.[Cl:19][C:20]1[CH:38]=[CH:37][C:23]([C:24]([NH:26][C:27]2[CH:32]=[CH:31][CH:30]=[C:29]([C:33]([F:36])([F:35])[F:34])[CH:28]=2)=[O:25])=[CH:22][C:21]=1I.C(=O)([O-])[O-].[K+].[K+].C1(C)C=CC=CC=1. Given the product [Cl:19][C:20]1[C:21]([C:9]2[CH:14]=[CH:13][CH:12]=[C:11]([N+:15]([O-:17])=[O:16])[CH:10]=2)=[CH:22][C:23]([C:24]([NH:26][C:27]2[CH:32]=[CH:31][CH:30]=[C:29]([C:33]([F:34])([F:35])[F:36])[CH:28]=2)=[O:25])=[CH:37][CH:38]=1, predict the reactants needed to synthesize it.